Dataset: TCR-epitope binding with 47,182 pairs between 192 epitopes and 23,139 TCRs. Task: Binary Classification. Given a T-cell receptor sequence (or CDR3 region) and an epitope sequence, predict whether binding occurs between them. (1) The epitope is KTSVDCTMYI. The TCR CDR3 sequence is CASSEAVAAVYGYTF. Result: 0 (the TCR does not bind to the epitope). (2) The epitope is TLVPQEHYV. The TCR CDR3 sequence is CASSPGSGGLYEQFF. Result: 0 (the TCR does not bind to the epitope). (3) The epitope is TLIGDCATV. The TCR CDR3 sequence is CASSPIQDTEAFF. Result: 0 (the TCR does not bind to the epitope). (4) The epitope is TPINLVRDL. The TCR CDR3 sequence is CASSDFLTDARGYTF. Result: 1 (the TCR binds to the epitope). (5) The TCR CDR3 sequence is CASSYRTGNTEAFF. The epitope is NLDSKVGGNY. Result: 0 (the TCR does not bind to the epitope).